From a dataset of NCI-60 drug combinations with 297,098 pairs across 59 cell lines. Regression. Given two drug SMILES strings and cell line genomic features, predict the synergy score measuring deviation from expected non-interaction effect. (1) Drug 1: CN1CCC(CC1)COC2=C(C=C3C(=C2)N=CN=C3NC4=C(C=C(C=C4)Br)F)OC. Drug 2: CN(CCCl)CCCl.Cl. Cell line: K-562. Synergy scores: CSS=44.7, Synergy_ZIP=-3.48, Synergy_Bliss=3.16, Synergy_Loewe=-3.99, Synergy_HSA=2.58. (2) Drug 1: CS(=O)(=O)C1=CC(=C(C=C1)C(=O)NC2=CC(=C(C=C2)Cl)C3=CC=CC=N3)Cl. Drug 2: C1=CN(C(=O)N=C1N)C2C(C(C(O2)CO)O)O.Cl. Cell line: MDA-MB-231. Synergy scores: CSS=24.7, Synergy_ZIP=-4.87, Synergy_Bliss=-4.36, Synergy_Loewe=-17.3, Synergy_HSA=-2.63. (3) Cell line: SN12C. Drug 2: C#CCC(CC1=CN=C2C(=N1)C(=NC(=N2)N)N)C3=CC=C(C=C3)C(=O)NC(CCC(=O)O)C(=O)O. Synergy scores: CSS=-0.0610, Synergy_ZIP=1.06, Synergy_Bliss=0.365, Synergy_Loewe=-4.18, Synergy_HSA=-1.73. Drug 1: CCCS(=O)(=O)NC1=C(C(=C(C=C1)F)C(=O)C2=CNC3=C2C=C(C=N3)C4=CC=C(C=C4)Cl)F. (4) Drug 1: CNC(=O)C1=CC=CC=C1SC2=CC3=C(C=C2)C(=NN3)C=CC4=CC=CC=N4. Drug 2: C1CC(=O)NC(=O)C1N2CC3=C(C2=O)C=CC=C3N. Cell line: HS 578T. Synergy scores: CSS=-0.145, Synergy_ZIP=2.65, Synergy_Bliss=5.54, Synergy_Loewe=0.137, Synergy_HSA=2.53. (5) Drug 1: C1=CC(=CC=C1CC(C(=O)O)N)N(CCCl)CCCl.Cl. Drug 2: C1CN(CCN1C(=O)CCBr)C(=O)CCBr. Cell line: HCT116. Synergy scores: CSS=40.0, Synergy_ZIP=-2.88, Synergy_Bliss=1.58, Synergy_Loewe=-0.161, Synergy_HSA=4.38.